Dataset: CYP2D6 inhibition data for predicting drug metabolism from PubChem BioAssay. Task: Regression/Classification. Given a drug SMILES string, predict its absorption, distribution, metabolism, or excretion properties. Task type varies by dataset: regression for continuous measurements (e.g., permeability, clearance, half-life) or binary classification for categorical outcomes (e.g., BBB penetration, CYP inhibition). Dataset: cyp2d6_veith. (1) The compound is C[N+](C)(C)CC(=O)N/N=C\c1c(O)ccc2ccccc12. The result is 0 (non-inhibitor). (2) The drug is Cc1cc(=O)[nH]c(-n2nc(C)cc2C)n1. The result is 0 (non-inhibitor). (3) The drug is Cn1cccc1C(=O)N1CCC2(CCCN(Cc3nccs3)C2)CC1. The result is 0 (non-inhibitor). (4) The compound is CCOC(=O)C1(N(CC)CC)Sc2cc(C)ccc2NC1=O. The result is 0 (non-inhibitor). (5) The compound is Clc1ccc(Cl)c(Nc2ccnc(SCc3ccccc3)n2)c1. The result is 0 (non-inhibitor).